From a dataset of Forward reaction prediction with 1.9M reactions from USPTO patents (1976-2016). Predict the product of the given reaction. Given the reactants [NH:1]1[CH2:6][CH2:5][CH:4]([NH:7][C:8](=[O:10])[CH3:9])[CH2:3][CH2:2]1.C([O-])([O-])=O.[K+].[K+].F[C:18]1[CH:23]=[CH:22][C:21]([N+:24]([O-:26])=[O:25])=[CH:20][CH:19]=1.O, predict the reaction product. The product is: [N+:24]([C:21]1[CH:22]=[CH:23][C:18]([N:1]2[CH2:6][CH2:5][CH:4]([NH:7][C:8](=[O:10])[CH3:9])[CH2:3][CH2:2]2)=[CH:19][CH:20]=1)([O-:26])=[O:25].